From a dataset of Forward reaction prediction with 1.9M reactions from USPTO patents (1976-2016). Predict the product of the given reaction. (1) Given the reactants C(NC(C)C)(C)C.[Li]CCCC.[CH2:13]([O:15][C:16](=[O:29])[CH2:17][C:18]1[CH2:22][C:21]([CH3:24])([CH3:23])[CH2:20][C:19]=1[C:25]([O:27]C)=O)[CH3:14].[F:30][C:31]1[CH:40]=[C:39]([I:41])[CH:38]=[CH:37][C:32]=1[N:33]=[C:34]=[N:35][CH3:36], predict the reaction product. The product is: [F:30][C:31]1[CH:40]=[C:39]([I:41])[CH:38]=[CH:37][C:32]=1[NH:33][C:34]1[N:35]([CH3:36])[C:25](=[O:27])[C:19]2[CH2:20][C:21]([CH3:23])([CH3:24])[CH2:22][C:18]=2[C:17]=1[C:16]([O:15][CH2:13][CH3:14])=[O:29]. (2) Given the reactants Br[CH2:2][C:3]1[CH:10]=[CH:9][C:6]([C:7]#[N:8])=[CH:5][C:4]=1[Cl:11].[N-:12]=[N+:13]=[N-:14].[Na+].C(=O)([O-])O.[Na+].O, predict the reaction product. The product is: [N:12]([CH2:2][C:3]1[CH:10]=[CH:9][C:6]([C:7]#[N:8])=[CH:5][C:4]=1[Cl:11])=[N+:13]=[N-:14].